Dataset: Reaction yield outcomes from USPTO patents with 853,638 reactions. Task: Predict the reaction yield, written as a fraction of the theoretical maximum amount of product (1.0 means a 100% yield; for example, 0.34 means a 34% yield). The reactants are [CH3:1][O:2][C:3](=[O:41])[C:4]1[CH:9]=[CH:8][C:7]([CH2:10][N:11]2[CH:15]=[C:14]([C:16]3[CH:21]=[CH:20][C:19]([Cl:22])=[CH:18][C:17]=3[Cl:23])[N:13]=[C:12]2/[CH:24]=[CH:25]/[C:26]2[CH:31]=[CH:30][C:29]([C:32]3[CH:37]=[CH:36][C:35]([O:38][CH3:39])=[C:34]([NH2:40])[CH:33]=3)=[CH:28][CH:27]=2)=[CH:6][CH:5]=1.[CH3:42][S:43](Cl)(=[O:45])=[O:44]. No catalyst specified. The product is [CH3:1][O:2][C:3](=[O:41])[C:4]1[CH:9]=[CH:8][C:7]([CH2:10][N:11]2[CH:15]=[C:14]([C:16]3[CH:21]=[CH:20][C:19]([Cl:22])=[CH:18][C:17]=3[Cl:23])[N:13]=[C:12]2/[CH:24]=[CH:25]/[C:26]2[CH:31]=[CH:30][C:29]([C:32]3[CH:37]=[CH:36][C:35]([O:38][CH3:39])=[C:34]([NH:40][S:43]([CH3:42])(=[O:45])=[O:44])[CH:33]=3)=[CH:28][CH:27]=2)=[CH:6][CH:5]=1. The yield is 0.770.